From a dataset of Full USPTO retrosynthesis dataset with 1.9M reactions from patents (1976-2016). Predict the reactants needed to synthesize the given product. (1) Given the product [Cl:1][C:2]1[CH:7]=[CH:6][C:5]([CH:8]([C:10]2[N:14]3[N:15]=[C:16]([Cl:26])[CH:17]=[C:18]([CH2:19][N:20]4[CH2:21][CH2:22][O:23][CH2:24][CH2:25]4)[C:13]3=[N:12][C:11]=2[CH3:27])[OH:9])=[C:4]([F:28])[CH:3]=1, predict the reactants needed to synthesize it. The reactants are: [Cl:1][C:2]1[CH:7]=[CH:6][C:5]([C:8]([C:10]2[N:14]3[N:15]=[C:16]([Cl:26])[CH:17]=[C:18]([CH2:19][N:20]4[CH2:25][CH2:24][O:23][CH2:22][CH2:21]4)[C:13]3=[N:12][C:11]=2[CH3:27])=[O:9])=[C:4]([F:28])[CH:3]=1.[BH4-].[Na+]. (2) Given the product [ClH:36].[NH2:7][C@H:8]([C:14]([N:16]1[CH2:17][CH:18]([F:20])[CH2:19]1)=[O:15])[CH2:9][CH2:10][CH2:11][CH2:12][NH:13][C:34]([C:24]1[N:25]=[C:26]([C:28]2[CH:33]=[CH:32][CH:31]=[CH:30][CH:29]=2)[O:27][C:23]=1[CH3:22])=[O:35], predict the reactants needed to synthesize it. The reactants are: C(OC(=O)[NH:7][C@H:8]([C:14]([N:16]1[CH2:19][CH:18]([F:20])[CH2:17]1)=[O:15])[CH2:9][CH2:10][CH2:11][CH2:12][NH2:13])(C)(C)C.[CH3:22][C:23]1[O:27][C:26]([C:28]2[CH:33]=[CH:32][CH:31]=[CH:30][CH:29]=2)=[N:25][C:24]=1[C:34]([Cl:36])=[O:35].